The task is: Predict the product of the given reaction.. This data is from Forward reaction prediction with 1.9M reactions from USPTO patents (1976-2016). (1) Given the reactants [NH2:1][C:2]1[CH:7]=[C:6]([Cl:8])[CH:5]=[CH:4][C:3]=1[S:9]([NH2:12])(=[O:11])=[O:10].[Cl:13][C:14]1[CH:15]=[C:16](/[CH:21]=[CH:22]/[S:23](Cl)(=[O:25])=[O:24])[CH:17]=[CH:18][C:19]=1[Cl:20].C(N(CC)CC)C, predict the reaction product. The product is: [Cl:8][C:6]1[CH:5]=[CH:4][C:3]([S:9]([NH2:12])(=[O:11])=[O:10])=[C:2]([NH:1][S:23](/[CH:22]=[CH:21]/[C:16]2[CH:17]=[CH:18][C:19]([Cl:20])=[C:14]([Cl:13])[CH:15]=2)(=[O:25])=[O:24])[CH:7]=1. (2) The product is: [CH3:22][O:23][C:51]1[CH:52]=[CH:53][C:54]([CH2:49][CH2:32][C:33]([NH:35][CH2:36][C@H:37]2[CH2:41][C@@H:40]([C:42]([N:44]3[CH2:48][CH2:47][S:46][CH2:45]3)=[O:43])[NH:39][CH2:38]2)=[O:34])=[CH:2][CH:50]=1. Given the reactants F[C@H:2]1CCNC1.C(N1CCN(C(=O)CC2C[C@@H]([C:22](N3CCSC3)=[O:23])NC2)CC1)C.CO[CH:32]([C:49]1[CH:54]=[CH:53][CH:52]=[CH:51][CH:50]=1)[C:33]([NH:35][CH2:36][CH:37]1[CH2:41][CH:40]([C:42]([N:44]2[CH2:48][CH2:47][S:46][CH2:45]2)=[O:43])[NH:39][CH2:38]1)=[O:34], predict the reaction product. (3) The product is: [CH3:18][N:19]([CH3:20])[C:14](=[O:15])[CH2:13][C@@H:12]([NH:11][C:1](=[O:2])[O:3][CH2:4][C:5]1[CH:10]=[CH:9][CH:8]=[CH:7][CH:6]=1)[CH2:17][OH:16]. Given the reactants [C:1]([NH:11][C@@H:12]1[CH2:17][O:16][C:14](=[O:15])[CH2:13]1)([O:3][CH2:4][C:5]1[CH:10]=[CH:9][CH:8]=[CH:7][CH:6]=1)=[O:2].[CH3:18][NH:19][CH3:20], predict the reaction product.